The task is: Predict the reactants needed to synthesize the given product.. This data is from Full USPTO retrosynthesis dataset with 1.9M reactions from patents (1976-2016). Given the product [CH2:1]([O:3][C:4](=[O:28])[CH2:5][N:6]([C:7]1[CH:12]=[C:11]([Cl:13])[C:10]([O:14][C:15]2[CH:20]=[CH:19][C:18]([O:21][CH3:22])=[C:17]([CH:23]([CH2:25][CH3:26])[CH3:24])[CH:16]=2)=[C:9]([Cl:27])[CH:8]=1)[CH2:30][C:31]([O:33][CH2:34][CH3:35])=[O:32])[CH3:2], predict the reactants needed to synthesize it. The reactants are: [CH2:1]([O:3][C:4](=[O:28])[CH2:5][NH:6][C:7]1[CH:12]=[C:11]([Cl:13])[C:10]([O:14][C:15]2[CH:20]=[CH:19][C:18]([O:21][CH3:22])=[C:17]([CH:23]([CH2:25][CH3:26])[CH3:24])[CH:16]=2)=[C:9]([Cl:27])[CH:8]=1)[CH3:2].Br[CH2:30][C:31]([O:33][CH2:34][CH3:35])=[O:32].C(N(C(C)C)CC)(C)C.